Dataset: Full USPTO retrosynthesis dataset with 1.9M reactions from patents (1976-2016). Task: Predict the reactants needed to synthesize the given product. (1) Given the product [C:2]([C:7]1[O:11][C:10]([CH2:12][N:13]2[CH:17]=[CH:16][C:15]([NH:18][C:32]([C:27]3[N:28]=[C:29]([CH3:31])[O:30][C:26]=3[C:23]3[CH:24]=[CH:25][C:20]([Cl:19])=[CH:21][CH:22]=3)=[O:33])=[N:14]2)=[CH:9][CH:8]=1)(=[O:6])[CH3:1], predict the reactants needed to synthesize it. The reactants are: [CH3:1][C:2]1([C:7]2[O:11][C:10]([CH2:12][N:13]3[CH:17]=[CH:16][C:15]([NH2:18])=[N:14]3)=[CH:9][CH:8]=2)[O:6]CCO1.[Cl:19][C:20]1[CH:25]=[CH:24][C:23]([C:26]2[O:30][C:29]([CH3:31])=[N:28][C:27]=2[C:32](O)=[O:33])=[CH:22][CH:21]=1. (2) Given the product [Br:1][C:2]1[N:7]=[C:6]([C:8](=[O:11])[NH:9][CH3:10])[C:5]([NH:12][C:13]2[C:18]([C:19]([F:22])([F:21])[F:20])=[CH:17][N:16]=[C:15]([NH:23][C:24]3[CH:56]=[CH:55][C:27]([CH2:28][P:29](=[O:54])([O:33][CH2:34][CH2:35][CH2:39][N:40]4[CH:44]=[C:43]([B:45]5[O:49][C:48]([CH3:51])([CH3:50])[C:47]([CH3:53])([CH3:52])[O:46]5)[CH:42]=[N:41]4)[O:30][CH2:31][CH3:32])=[C:26]([Cl:95])[C:25]=3[O:57][CH3:58])[N:14]=2)=[CH:4][CH:3]=1, predict the reactants needed to synthesize it. The reactants are: [Br:1][C:2]1[N:7]=[C:6]([C:8](=[O:11])[NH:9][CH3:10])[C:5]([NH:12][C:13]2[C:18]([C:19]([F:22])([F:21])[F:20])=[CH:17][N:16]=[C:15]([NH:23][C:24]3[CH:56]=[CH:55][C:27]([CH2:28][P:29](=[O:54])([O:33][CH2:34][C:35]4([CH2:39][N:40]5[CH:44]=[C:43]([B:45]6[O:49][C:48]([CH3:51])([CH3:50])[C:47]([CH3:53])([CH3:52])[O:46]6)[CH:42]=[N:41]5)COC4)[O:30][CH2:31][CH3:32])=[CH:26][C:25]=3[O:57][CH3:58])[N:14]=2)=[CH:4][CH:3]=1.BrC1N=C(C(=O)NC)C(NC2C(C(F)(F)F)=CN=C(NC3C=CC(CP(=O)(O)OCC)=C([Cl:95])C=3OC)N=2)=CC=1.CC1(C)C(C)(C)OB(C2C=NN(CCCO)C=2)O1. (3) Given the product [N:19]1[NH:20][C:15](=[O:17])[C:11]2[CH:12]=[CH:13][CH:14]=[C:7]3[C:5]4[C:4](=[CH:3][CH:2]=[CH:1][CH:6]=4)[C:9]=1[C:8]=23, predict the reactants needed to synthesize it. The reactants are: [CH:1]1[CH:6]=[C:5]2[C:7]3[CH:14]=[CH:13][CH:12]=[C:11]([C:15]([OH:17])=O)[C:8]=3[C:9](=O)[C:4]2=[CH:3][CH:2]=1.O.[NH2:19][NH2:20].Cl. (4) The reactants are: [CH3:1][C:2]([NH:13][C:14](=[O:23])[C:15]1[C:20]([F:21])=[CH:19][CH:18]=[CH:17][C:16]=1[F:22])([CH3:12])[C:3](=[O:11])[C:4]1[CH:9]=[CH:8][C:7](Cl)=[CH:6][CH:5]=1.[CH:24]1(B(O)O)[CH2:26][CH2:25]1.P([O-])([O-])([O-])=O.[K+].[K+].[K+].O. Given the product [CH:24]1([C:7]2[CH:8]=[CH:9][C:4]([C:3](=[O:11])[C:2]([NH:13][C:14](=[O:23])[C:15]3[C:20]([F:21])=[CH:19][CH:18]=[CH:17][C:16]=3[F:22])([CH3:12])[CH3:1])=[CH:5][CH:6]=2)[CH2:26][CH2:25]1, predict the reactants needed to synthesize it. (5) Given the product [CH:2]([C:3]1[C:4]([CH3:12])=[C:5]([N+:9]([O-:11])=[O:10])[CH:6]=[CH:7][CH:8]=1)=[O:1], predict the reactants needed to synthesize it. The reactants are: [OH:1][CH2:2][C:3]1[C:4]([CH3:12])=[C:5]([N+:9]([O-:11])=[O:10])[CH:6]=[CH:7][CH:8]=1. (6) Given the product [OH:21][C@@H:19]([CH3:20])[C:18]([N:15]1[CH2:16][CH2:17][N:12]([CH2:11][C:9]2[S:10][C:5]3[C:4]([N:23]4[CH2:28][CH2:27][O:26][CH2:25][CH2:24]4)=[N:3][C:2]([C:30]4[CH:31]=[N:32][CH:33]=[CH:34][CH:35]=4)=[N:7][C:6]=3[CH:8]=2)[CH2:13][CH2:14]1)=[O:22], predict the reactants needed to synthesize it. The reactants are: Cl[C:2]1[N:3]=[C:4]([N:23]2[CH2:28][CH2:27][O:26][CH2:25][CH2:24]2)[C:5]2[S:10][C:9]([CH2:11][N:12]3[CH2:17][CH2:16][N:15]([C:18](=[O:22])[C@@H:19]([OH:21])[CH3:20])[CH2:14][CH2:13]3)=[CH:8][C:6]=2[N:7]=1.B(O)(O)[C:30]1[CH:35]=[CH:34][CH:33]=[N:32][CH:31]=1. (7) Given the product [CH3:1][C:2]1([CH3:23])[CH2:22][O:21][C:5]2([C@@H:13]3[C@@:8]([CH2:16][CH2:17][C:18]([CH3:20])=[CH2:19])([CH2:9][CH2:10][CH2:11][C@H:12]3[C:14](=[O:40])[CH:31]=[CH2:33])[CH2:7][CH2:6]2)[O:4][CH2:3]1, predict the reactants needed to synthesize it. The reactants are: [CH3:1][C:2]1([CH3:23])[CH2:22][O:21][C:5]2([C@@H:13]3[C@@:8]([CH2:16][CH2:17][C:18]([CH3:20])=[CH2:19])([CH2:9][CH2:10][CH2:11][C@H:12]3[C:14]#N)[CH2:7][CH2:6]2)[O:4][CH2:3]1.[H-].C([Al+]C[CH:31]([CH3:33])C)C(C)C.C([Mg]Br)=C.CC(OI1(OC(C)=O)(OC(C)=O)OC(=O)C2C=CC=CC1=2)=[O:40]. (8) Given the product [NH2:16][C:13]1[CH:12]=[C:11]([C:19]#[N:20])[CH:10]=[C:9]([C:4]2[CH:5]=[CH:6][CH:7]=[CH:8][C:3]=2[F:2])[C:14]=1[OH:15], predict the reactants needed to synthesize it. The reactants are: C.[F:2][C:3]1[CH:8]=[CH:7][CH:6]=[CH:5][C:4]=1[C:9]1[C:14]([OH:15])=[C:13]([N+:16]([O-])=O)[CH:12]=[C:11]([C:19]#[N:20])[CH:10]=1.NN.